This data is from Full USPTO retrosynthesis dataset with 1.9M reactions from patents (1976-2016). The task is: Predict the reactants needed to synthesize the given product. (1) Given the product [C:1]1([CH3:11])[CH:2]=[CH:3][C:4]([S:7]([OH:10])(=[O:8])=[O:9])=[CH:5][CH:6]=1.[CH3:12][C:13]1[C:17]([C:18]2[CH:23]=[CH:22][CH:21]=[CH:20][CH:19]=2)=[C:16]([CH3:24])[N:15]([C:25]2[CH:30]=[CH:29][C:28]([CH2:31][CH2:32][NH:33][C:34]([NH:36][S:37]([C:40]3[CH:45]=[CH:44][C:43]([O:47][CH3:46])=[CH:42][CH:41]=3)(=[O:38])=[O:39])=[O:35])=[CH:27][CH:26]=2)[N:14]=1, predict the reactants needed to synthesize it. The reactants are: [C:1]1([CH3:11])[CH:6]=[CH:5][C:4]([S:7]([OH:10])(=[O:9])=[O:8])=[CH:3][CH:2]=1.[CH3:12][C:13]1[C:17]([C:18]2[CH:23]=[CH:22][CH:21]=[CH:20][CH:19]=2)=[C:16]([CH3:24])[N:15]([C:25]2[CH:30]=[CH:29][C:28]([CH2:31][CH2:32][NH:33][C:34]([NH:36][S:37]([C:40]3[CH:45]=[CH:44][CH:43]=[CH:42][CH:41]=3)(=[O:39])=[O:38])=[O:35])=[CH:27][CH:26]=2)[N:14]=1.[CH3:46][O:47]C1C=CC(S(N)(=O)=O)=CC=1. (2) Given the product [Br:1][C:2]1[CH:3]=[CH:4][CH:5]=[C:6]2[C:10]=1[C:9](=[O:11])[CH2:8][CH2:7]2, predict the reactants needed to synthesize it. The reactants are: [Br:1][C:2]1[CH:3]=[CH:4][CH:5]=[C:6]2[C:10]=1[CH:9]([OH:11])[CH2:8][CH2:7]2.ClCCl.[Cr](Cl)([O-])(=O)=O.[NH+]1C=CC=CC=1. (3) Given the product [Br:24][C:25]1[CH:26]=[C:27]([C:31]2[CH:32]=[CH:33][C:34]([C:7]3[C:1]4[C:2]([C:14]([C:15]5[CH:16]=[CH:17][CH:18]=[CH:19][CH:20]=5)=[C:13]5[C:8]=3[CH:9]=[CH:10][CH:11]=[CH:12]5)=[CH:3][CH:4]=[CH:5][CH:6]=4)=[CH:35][CH:36]=2)[CH:28]=[CH:29][CH:30]=1, predict the reactants needed to synthesize it. The reactants are: [C:1]1([C:7]2[C:20]3[C:15](=[CH:16][CH:17]=[CH:18][CH:19]=3)[C:14](B(O)O)=[C:13]3[C:8]=2[CH:9]=[CH:10][CH:11]=[CH:12]3)[CH:6]=[CH:5][CH:4]=[CH:3][CH:2]=1.[Br:24][C:25]1[CH:26]=[C:27]([C:31]2[CH:36]=[CH:35][C:34](I)=[CH:33][CH:32]=2)[CH:28]=[CH:29][CH:30]=1.C(=O)([O-])[O-].[Na+].[Na+]. (4) Given the product [F:1][C:2]1[C:3]([F:13])=[CH:4][C:5]2[S:9][C:8]([S:10]([CH3:11])=[O:14])=[N:7][C:6]=2[CH:12]=1, predict the reactants needed to synthesize it. The reactants are: [F:1][C:2]1[C:3]([F:13])=[CH:4][C:5]2[S:9][C:8]([S:10][CH3:11])=[N:7][C:6]=2[CH:12]=1.[OH:14]OS([O-])=O.[K+]. (5) Given the product [CH:1]1([C@H:7]([NH:37][C:38]([C:40]2[CH:45]=[N:44][CH:43]=[CH:42][N:41]=2)=[O:39])[C:8]([NH:10][C@@H:11]([C:33]([CH3:36])([CH3:35])[CH3:34])[C:12]([N:14]([C@H:16]2[CH2:20][N:19]([C:21]([NH:22][C:23]3[CH:24]=[CH:25][CH:26]=[CH:27][CH:28]=3)=[O:29])[CH2:18][C@H:17]2[C:30]([NH:65][C@@H:66]([CH2:75][CH2:76][CH3:77])[CH:67]([OH:74])[C:68]([NH:70][CH:71]2[CH2:72][CH2:73]2)=[O:69])=[O:32])[CH3:15])=[O:13])=[O:9])[CH2:2][CH2:3][CH2:4][CH2:5][CH2:6]1, predict the reactants needed to synthesize it. The reactants are: [CH:1]1([C@H:7]([NH:37][C:38]([C:40]2[CH:45]=[N:44][CH:43]=[CH:42][N:41]=2)=[O:39])[C:8]([NH:10][C@@H:11]([C:33]([CH3:36])([CH3:35])[CH3:34])[C:12]([N:14]([C@H:16]2[CH2:20][N:19]([C:21](=[O:29])[NH:22][C:23]3[CH:28]=[CH:27][CH:26]=[CH:25][CH:24]=3)[CH2:18][C@H:17]2[C:30]([OH:32])=O)[CH3:15])=[O:13])=[O:9])[CH2:6][CH2:5][CH2:4][CH2:3][CH2:2]1.ON1C2C=CC=CC=2N=N1.CCN(C(C)C)C(C)C.[NH2:65][CH:66]([CH2:75][CH2:76][CH3:77])[CH:67]([OH:74])[C:68]([NH:70][CH:71]1[CH2:73][CH2:72]1)=[O:69].